Dataset: Reaction yield outcomes from USPTO patents with 853,638 reactions. Task: Predict the reaction yield, written as a fraction of the theoretical maximum amount of product (1.0 means a 100% yield; for example, 0.34 means a 34% yield). (1) The reactants are [OH-:1].[Na+].[Cl:3][C:4]1[N:13]=[C:12](Cl)[C:11]2[C:6](=[CH:7][C:8]([Cl:15])=[CH:9][CH:10]=2)[N:5]=1. The catalyst is C1COCC1. The product is [Cl:3][C:4]1[NH:13][C:12](=[O:1])[C:11]2[C:6](=[CH:7][C:8]([Cl:15])=[CH:9][CH:10]=2)[N:5]=1. The yield is 0.920. (2) The reactants are [F:1][C:2]1[CH:7]=[C:6]([I:8])[CH:5]=[CH:4][C:3]=1[CH3:9].[Li+].CC([N-]C(C)C)C.[C:18](=[O:20])=[O:19]. The yield is 0.660. The product is [F:1][C:2]1[C:3]([CH3:9])=[CH:4][CH:5]=[C:6]([I:8])[C:7]=1[C:18]([OH:20])=[O:19]. The catalyst is C1COCC1. (3) The catalyst is C1C=CC(P(C2C=CC=CC=2)[C-]2C=CC=C2)=CC=1.C1C=CC(P(C2C=CC=CC=2)[C-]2C=CC=C2)=CC=1.Cl[Pd]Cl.[Fe+2].O.C(#N)C. The product is [C:21]([O:24][CH2:25][C:26]1[C:27]([N:41]2[CH2:52][CH2:51][N:50]3[C:43](=[CH:44][C:45]4[CH2:46][C:47]([CH3:54])([CH3:53])[CH2:48][C:49]=43)[C:42]2=[O:55])=[N:28][CH:29]=[CH:30][C:31]=1[C:2]1[CH:3]=[C:4]([NH:10][C:11]2[N:12]=[N:13][C:14]([C:17]([F:20])([F:19])[F:18])=[CH:15][CH:16]=2)[C:5](=[O:9])[N:6]([CH3:8])[CH:7]=1)(=[O:23])[CH3:22]. The reactants are Br[C:2]1[CH:3]=[C:4]([NH:10][C:11]2[N:12]=[N:13][C:14]([C:17]([F:20])([F:19])[F:18])=[CH:15][CH:16]=2)[C:5](=[O:9])[N:6]([CH3:8])[CH:7]=1.[C:21]([O:24][CH2:25][C:26]1[C:27]([N:41]2[CH2:52][CH2:51][N:50]3[C:43](=[CH:44][C:45]4[CH2:46][C:47]([CH3:54])([CH3:53])[CH2:48][C:49]=43)[C:42]2=[O:55])=[N:28][CH:29]=[CH:30][C:31]=1B1OC(C)(C)C(C)(C)O1)(=[O:23])[CH3:22].CC(O[Na])=O.[O-]P([O-])([O-])=O.[K+].[K+].[K+]. The yield is 0.230. (4) The reactants are [CH2:1]([O:3][CH:4]([O:33][CH2:34][CH3:35])[C:5]1[CH:10]=[CH:9][C:8]([CH:11]2[CH:20]([C:21]3[N:22]([CH3:26])[CH:23]=[CH:24][N:25]=3)[C:19](=O)[C:18]3[C:17]([C:28]([O:30]CC)=O)=[CH:16][CH:15]=[CH:14][C:13]=3[NH:12]2)=[CH:7][CH:6]=1)[CH3:2].O.[NH2:37][NH2:38]. The catalyst is CO. The product is [CH2:34]([O:33][CH:4]([O:3][CH2:1][CH3:2])[C:5]1[CH:6]=[CH:7][C:8]([CH:11]2[NH:12][C:13]3[C:18]4[C:19](=[N:37][NH:38][C:28](=[O:30])[C:17]=4[CH:16]=[CH:15][CH:14]=3)[CH:20]2[C:21]2[N:22]([CH3:26])[CH:23]=[CH:24][N:25]=2)=[CH:9][CH:10]=1)[CH3:35]. The yield is 0.550. (5) The yield is 0.788. The product is [C:38]([O:37][C:35]([N:29]1[CH2:34][CH2:33][N:32]([CH2:14][C:11]2[C:12](=[O:13])[N:7]([CH2:6][CH:1]3[CH2:5][CH2:4][CH2:3][CH2:2]3)[N:8]=[C:9]([C:20]3[CH:25]=[CH:24][C:23]([O:26][CH3:27])=[C:22]([F:28])[CH:21]=3)[CH:10]=2)[CH2:31][CH2:30]1)=[O:36])([CH3:41])([CH3:40])[CH3:39]. No catalyst specified. The reactants are [CH:1]1([CH2:6][N:7]2[C:12](=[O:13])[C:11]([CH2:14]OS(C)(=O)=O)=[CH:10][C:9]([C:20]3[CH:25]=[CH:24][C:23]([O:26][CH3:27])=[C:22]([F:28])[CH:21]=3)=[N:8]2)[CH2:5][CH2:4][CH2:3][CH2:2]1.[N:29]1([C:35]([O:37][C:38]([CH3:41])([CH3:40])[CH3:39])=[O:36])[CH2:34][CH2:33][NH:32][CH2:31][CH2:30]1.